Dataset: Forward reaction prediction with 1.9M reactions from USPTO patents (1976-2016). Task: Predict the product of the given reaction. (1) Given the reactants [C:1]([O:5][C:6](=[O:35])[CH:7]=[CH:8][C:9]1[CH:14]=[CH:13][C:12]([O:15][Si:16]([C:29]([CH3:32])([CH3:31])[CH3:30])([C:23]2[CH:28]=[CH:27][CH:26]=[CH:25][CH:24]=2)[C:17]2[CH:22]=[CH:21][CH:20]=[CH:19][CH:18]=2)=[CH:11][C:10]=1[CH:33]=[O:34])([CH3:4])([CH3:3])[CH3:2].C1COCC1.CO.[H][H], predict the reaction product. The product is: [C:1]([O:5][C:6](=[O:35])[CH2:7][CH2:8][C:9]1[CH:14]=[CH:13][C:12]([O:15][Si:16]([C:29]([CH3:32])([CH3:31])[CH3:30])([C:17]2[CH:18]=[CH:19][CH:20]=[CH:21][CH:22]=2)[C:23]2[CH:28]=[CH:27][CH:26]=[CH:25][CH:24]=2)=[CH:11][C:10]=1[CH2:33][OH:34])([CH3:4])([CH3:2])[CH3:3]. (2) Given the reactants [CH2:1]([C:5]1[N:6]([CH2:19][CH2:20][CH2:21][CH2:22]Cl)[C:7]2[C:16]3[CH:15]=[CH:14][CH:13]=[CH:12][C:11]=3[N:10]=[C:9]([NH2:17])[C:8]=2[N:18]=1)[CH2:2][CH2:3][CH3:4].[Na+].[C:25]1([S:31]([O-:33])=[O:32])[CH:30]=[CH:29][CH:28]=[CH:27][CH:26]=1.Cl.O1CCOCC1.C, predict the reaction product. The product is: [CH2:1]([C:5]1[N:6]([CH2:19][CH2:20][CH2:21][CH2:22][S:31]([C:25]2[CH:30]=[CH:29][CH:28]=[CH:27][CH:26]=2)(=[O:33])=[O:32])[C:7]2[C:16]3[CH:15]=[CH:14][CH:13]=[CH:12][C:11]=3[N:10]=[C:9]([NH2:17])[C:8]=2[N:18]=1)[CH2:2][CH2:3][CH3:4]. (3) Given the reactants C(N=C=NC(C)C)(C)C.[CH3:10][C:11]1[CH:33]=[CH:32][CH:31]=[C:30]([CH3:34])[C:12]=1[O:13][C:14]1[CH:19]=[CH:18][C:17]([NH:20][C:21]([NH:23][C:24](OCC)=[O:25])=S)=[CH:16][C:15]=1[F:29].[NH:35]1[CH:39]=[C:38]([C:40]([O:42][CH2:43][CH3:44])=[O:41])[CH:37]=[N:36]1.C(Cl)Cl, predict the reaction product. The product is: [CH3:10][C:11]1[CH:33]=[CH:32][CH:31]=[C:30]([CH3:34])[C:12]=1[O:13][C:14]1[CH:19]=[C:18]2[C:17](=[CH:16][C:15]=1[F:29])[N:20]=[C:21]([N:35]1[CH:39]=[C:38]([C:40]([O:42][CH2:43][CH3:44])=[O:41])[CH:37]=[N:36]1)[NH:23][C:24]2=[O:25]. (4) Given the reactants [F:1][C:2]1[C:26]([F:27])=[CH:25][CH:24]=[CH:23][C:3]=1[CH2:4][S:5][C:6]1[N:11]=[C:10]([NH:12][S:13]([N:16]2[CH2:19][CH:18](O)[CH2:17]2)(=[O:15])=[O:14])[CH:9]=[C:8]([O:21][CH3:22])[N:7]=1.[CH2:28]([N:30](CC)[CH2:31][CH3:32])[CH3:29].CS(Cl)(=O)=[O:37], predict the reaction product. The product is: [F:1][C:2]1[C:26]([F:27])=[CH:25][CH:24]=[CH:23][C:3]=1[CH2:4][S:5][C:6]1[N:11]=[C:10]([NH:12][S:13]([N:16]2[CH2:17][CH:18]([N:30]3[CH2:31][CH2:32][O:37][CH2:29][CH2:28]3)[CH2:19]2)(=[O:15])=[O:14])[CH:9]=[C:8]([O:21][CH3:22])[N:7]=1. (5) Given the reactants [Br:1][C:2]1[CH:3]=[C:4]([CH:9]=[CH:10][C:11]=1[OH:12])[C:5]([O:7][CH3:8])=[O:6].C(=O)([O-])[O-].[K+].[K+].[CH2:19](Br)[C:20]1[CH:25]=[CH:24][CH:23]=[CH:22][CH:21]=1, predict the reaction product. The product is: [CH2:19]([O:12][C:11]1[CH:10]=[CH:9][C:4]([C:5]([O:7][CH3:8])=[O:6])=[CH:3][C:2]=1[Br:1])[C:20]1[CH:25]=[CH:24][CH:23]=[CH:22][CH:21]=1. (6) Given the reactants C[Si](C)(C)[C:3]#[N:4].CCCC[N+](CCCC)(CCCC)CCCC.[F-].Br[CH:26]1[C:31]2=[N:32][C:33]([C:36]3[CH:41]=[CH:40][CH:39]=[C:38]([C:42]([F:45])([F:44])[F:43])[CH:37]=3)=[CH:34][CH:35]=[C:30]2[O:29][CH2:28][CH2:27]1, predict the reaction product. The product is: [F:45][C:42]([F:43])([F:44])[C:38]1[CH:37]=[C:36]([C:33]2[N:32]=[C:31]3[CH:26]([C:3]#[N:4])[CH2:27][CH2:28][O:29][C:30]3=[CH:35][CH:34]=2)[CH:41]=[CH:40][CH:39]=1. (7) Given the reactants [CH2:1]([N:8]1[CH:16]=[C:15]2[C:10]([CH:11]=[C:12]([C:17]3[CH:18]=[C:19]([CH:27]4[O:32][CH2:31][CH2:30][NH:29][CH2:28]4)[N:20]4[C:25]=3[C:24]([NH2:26])=[N:23][CH:22]=[N:21]4)[CH:13]=[CH:14]2)=[N:9]1)[C:2]1[CH:7]=[CH:6][CH:5]=[CH:4][CH:3]=1.Cl[CH2:34][C:35]([N:37]([CH3:39])[CH3:38])=[O:36].C(=O)([O-])[O-].[K+].[K+].[I-].[K+], predict the reaction product. The product is: [NH2:26][C:24]1[C:25]2=[C:17]([C:12]3[CH:13]=[CH:14][C:15]4[C:10]([CH:11]=3)=[N:9][N:8]([CH2:1][C:2]3[CH:7]=[CH:6][CH:5]=[CH:4][CH:3]=3)[CH:16]=4)[CH:18]=[C:19]([CH:27]3[O:32][CH2:31][CH2:30][N:29]([CH2:34][C:35]([N:37]([CH3:39])[CH3:38])=[O:36])[CH2:28]3)[N:20]2[N:21]=[CH:22][N:23]=1.